From a dataset of Reaction yield outcomes from USPTO patents with 853,638 reactions. Predict the reaction yield, written as a fraction of the theoretical maximum amount of product (1.0 means a 100% yield; for example, 0.34 means a 34% yield). (1) The product is [F:1][C:2]1[CH:3]=[CH:4][C:5]2[N:6]([C:8]([N:11]3[CH2:16][CH2:15][CH2:14][C@H:13]([O:17][Si:28]([CH:32]([CH3:34])[CH3:33])([CH:29]([CH3:31])[CH3:30])[CH:25]([CH3:27])[CH3:26])[CH2:12]3)=[N:9][N:10]=2)[CH:7]=1. The reactants are [F:1][C:2]1[CH:3]=[CH:4][C:5]2[N:6]([C:8]([N:11]3[CH2:16][CH2:15][CH2:14][C@H:13]([OH:17])[CH2:12]3)=[N:9][N:10]=2)[CH:7]=1.CCN(CC)CC.[CH:25]([Si:28](OS(C(F)(F)F)(=O)=O)([CH:32]([CH3:34])[CH3:33])[CH:29]([CH3:31])[CH3:30])([CH3:27])[CH3:26]. The yield is 0.860. The catalyst is C(Cl)Cl. (2) The reactants are Cl[C:2]1[CH:3]=[CH:4][C:5]2[N:11]3[CH2:12][C@H:8]([CH2:9][CH2:10]3)[N:7]([C:13]([NH:15][C:16]3[CH:21]=[CH:20][C:19]([F:22])=[CH:18][N:17]=3)=[O:14])[C:6]=2[N:23]=1.CC1(C)C(C)(C)OB([C:32]2[CH:37]=[CH:36][N:35]=[C:34]([N:38]3[CH2:42][CH2:41][CH:40]([C:43]([F:46])([F:45])[F:44])[CH2:39]3)[CH:33]=2)O1.C1(P(C2CCCCC2)C2CCCCC2)CCCCC1. The catalyst is O1CCOCC1.O.CCOC(C)=O.C1C=CC(/C=C/C(/C=C/C2C=CC=CC=2)=O)=CC=1.C1C=CC(/C=C/C(/C=C/C2C=CC=CC=2)=O)=CC=1.C1C=CC(/C=C/C(/C=C/C2C=CC=CC=2)=O)=CC=1.[Pd].[Pd]. The product is [F:22][C:19]1[CH:20]=[CH:21][C:16]([NH:15][C:13]([N:7]2[C@@H:8]3[CH2:12][N:11]([CH2:10][CH2:9]3)[C:5]3[CH:4]=[CH:3][C:2]([C:32]4[CH:37]=[CH:36][N:35]=[C:34]([N:38]5[CH2:42][CH2:41][CH:40]([C:43]([F:45])([F:46])[F:44])[CH2:39]5)[CH:33]=4)=[N:23][C:6]2=3)=[O:14])=[N:17][CH:18]=1. The yield is 0.710. (3) The catalyst is CN(C=O)C. The reactants are [N+]([C:4]1[CH:5]=[C:6]2[C:10](=[CH:11][CH:12]=1)[C:9](=[O:13])[N:8]([C:14]1[CH:19]=[CH:18][CH:17]=[CH:16][CH:15]=1)[C:7]2=[O:20])([O-])=O.[F:21][C:22]1[CH:27]=[CH:26][C:25]([O-:28])=[CH:24][CH:23]=1.[Na+].Cl. The product is [F:21][C:22]1[CH:27]=[CH:26][C:25]([O:28][C:11]2[CH:12]=[CH:4][CH:5]=[C:6]3[C:10]=2[C:9](=[O:13])[N:8]([C:14]2[CH:19]=[CH:18][CH:17]=[CH:16][CH:15]=2)[C:7]3=[O:20])=[CH:24][CH:23]=1. The yield is 0.410. (4) The reactants are C[O:2][C:3](=[O:25])[C:4]1[CH:9]=[CH:8][C:7]([S:10][CH2:11][C:12]2[CH:17]=[CH:16][C:15]([CH2:18][N:19]3[CH2:24][CH2:23][O:22][CH2:21][CH2:20]3)=[CH:14][CH:13]=2)=[CH:6][CH:5]=1.O1CCOCC1.Cl. No catalyst specified. The product is [N:19]1([CH2:18][C:15]2[CH:16]=[CH:17][C:12]([CH2:11][S:10][C:7]3[CH:8]=[CH:9][C:4]([C:3]([OH:25])=[O:2])=[CH:5][CH:6]=3)=[CH:13][CH:14]=2)[CH2:24][CH2:23][O:22][CH2:21][CH2:20]1. The yield is 0.540.